Dataset: Full USPTO retrosynthesis dataset with 1.9M reactions from patents (1976-2016). Task: Predict the reactants needed to synthesize the given product. (1) Given the product [Cl:19][C:17]1[CH:18]=[C:13]2[C:12]([C:21]3[CH:26]=[N:25][CH:24]=[N:23][CH:22]=3)=[C:11]([C:8]3[CH:7]=[CH:6][C:5]([NH:4][CH2:3][CH2:2][N:31]4[CH2:32][CH2:33][N:28]([CH3:27])[CH2:29][CH2:30]4)=[CH:10][CH:9]=3)[NH:20][C:14]2=[N:15][CH:16]=1, predict the reactants needed to synthesize it. The reactants are: Cl[CH2:2][CH2:3][NH:4][C:5]1[CH:10]=[CH:9][C:8]([C:11]2[NH:20][C:14]3=[N:15][CH:16]=[C:17]([Cl:19])[CH:18]=[C:13]3[C:12]=2[C:21]2[CH:22]=[N:23][CH:24]=[N:25][CH:26]=2)=[CH:7][CH:6]=1.[CH3:27][N:28]1[CH2:33][CH2:32][NH:31][CH2:30][CH2:29]1. (2) Given the product [NH:1]1[C:7](=[S:14])[CH2:6][CH2:5][NH:4][C:3]2[CH:9]=[CH:10][CH:11]=[CH:12][C:2]1=2, predict the reactants needed to synthesize it. The reactants are: [NH:1]1[C:7](=O)[CH2:6][CH2:5][NH:4][C:3]2[CH:9]=[CH:10][CH:11]=[CH:12][C:2]1=2.P12(SP3(SP(SP(S3)(S1)=S)(=S)S2)=S)=[S:14].O.C(OCC)(=O)C. (3) Given the product [Cl:8][C:9]1[N:14]=[C:13]([NH:7][CH2:1][C@H:2]2[CH2:3][CH2:4][CH2:5][O:6]2)[C:12]([Cl:16])=[CH:11][N:10]=1, predict the reactants needed to synthesize it. The reactants are: [CH2:1]([NH2:7])[C@@H:2]1[O:6][CH2:5][CH2:4][CH2:3]1.[Cl:8][C:9]1[N:14]=[C:13](Cl)[C:12]([Cl:16])=[CH:11][N:10]=1. (4) Given the product [OH:20][C:18]1[N:19]=[C:14]([CH:12]=[O:11])[CH:15]=[C:16]([C:21]([F:24])([F:22])[F:23])[CH:17]=1, predict the reactants needed to synthesize it. The reactants are: FC(F)(F)C1C=CN=CC=1.[OH:11][CH:12]([C:14]1[N:19]=[C:18]([OH:20])[CH:17]=[C:16]([C:21]([F:24])([F:23])[F:22])[CH:15]=1)C.P(Br)(Br)(Br)=O. (5) The reactants are: C(N(CC)CC)C.[F:8][C:9]([F:27])([F:26])[C:10]1[CH:15]=[CH:14][N:13]=[C:12]([NH:16][C:17](=[O:25])OC2C=CC=CC=2)[CH:11]=1.[NH2:28][C:29]1[CH:30]=[C:31]([CH:42]=[CH:43][CH:44]=1)[CH2:32][NH:33][C:34]1[C:35]([C:39]([NH2:41])=[O:40])=[N:36][NH:37][CH:38]=1. Given the product [F:27][C:9]([F:8])([F:26])[C:10]1[CH:15]=[CH:14][N:13]=[C:12]([NH:16][C:17](=[O:25])[NH:28][C:29]2[CH:30]=[C:31]([CH:42]=[CH:43][CH:44]=2)[CH2:32][NH:33][C:34]2[C:35]([C:39]([NH2:41])=[O:40])=[N:36][NH:37][CH:38]=2)[CH:11]=1, predict the reactants needed to synthesize it. (6) Given the product [NH2:2][C:1](=[O:27])[CH2:3][C@H:4]1[C@H:10]([C:11]2[CH:16]=[CH:15][C:14]([Cl:17])=[C:13]([Cl:18])[CH:12]=2)[O:9][CH2:8][CH2:7][N:6]([C:19]([O:21][C:22]([CH3:25])([CH3:24])[CH3:23])=[O:20])[CH2:5]1, predict the reactants needed to synthesize it. The reactants are: [C:1]([CH2:3][C@H:4]1[C@H:10]([C:11]2[CH:16]=[CH:15][C:14]([Cl:17])=[C:13]([Cl:18])[CH:12]=2)[O:9][CH2:8][CH2:7][N:6]([C:19]([O:21][C:22]([CH3:25])([CH3:24])[CH3:23])=[O:20])[CH2:5]1)#[N:2].C(=O)([O-])[O-:27].[K+].[K+].OO.S([O-])([O-])(=O)=S.[Na+].[Na+].